This data is from TCR-epitope binding with 47,182 pairs between 192 epitopes and 23,139 TCRs. The task is: Binary Classification. Given a T-cell receptor sequence (or CDR3 region) and an epitope sequence, predict whether binding occurs between them. (1) The epitope is FLNRFTTTL. The TCR CDR3 sequence is CASSWGRDTHTGELFF. Result: 0 (the TCR does not bind to the epitope). (2) The epitope is EIYKRWII. The TCR CDR3 sequence is CASSQEYRATTDTQYF. Result: 1 (the TCR binds to the epitope).